Dataset: Full USPTO retrosynthesis dataset with 1.9M reactions from patents (1976-2016). Task: Predict the reactants needed to synthesize the given product. Given the product [F:11][C:12]1[CH:13]=[C:14]([CH3:22])[C:15]([C:18]([F:19])([F:20])[F:21])=[CH:16][C:17]=1[CH:3]=[O:4], predict the reactants needed to synthesize it. The reactants are: C1C[O:4][CH2:3]C1.[Li]C(CC)C.[F:11][C:12]1[CH:17]=[CH:16][C:15]([C:18]([F:21])([F:20])[F:19])=[C:14]([CH3:22])[CH:13]=1.Cl.